Dataset: Catalyst prediction with 721,799 reactions and 888 catalyst types from USPTO. Task: Predict which catalyst facilitates the given reaction. (1) Reactant: F[P-](F)(F)(F)(F)F.N1(O[P+](N(C)C)(N(C)C)N(C)C)C2C=CC=CC=2N=N1.[C:28]([C:32]1[CH:37]=[CH:36][C:35]([NH:38][C:39](=[O:46])[NH:40][CH2:41][CH2:42][C:43]([OH:45])=O)=[CH:34][CH:33]=1)([CH3:31])([CH3:30])[CH3:29].[CH2:47]([NH:49][CH2:50][C@@H:51]1[C@H:55]2[O:56][C:57]([CH3:60])([CH3:59])[O:58][C@H:54]2[C@H:53]([N:61]2[CH:69]=[N:68][C:67]3[C:62]2=[N:63][CH:64]=[N:65][C:66]=3[NH2:70])[O:52]1)[CH3:48]. Product: [NH2:70][C:66]1[N:65]=[CH:64][N:63]=[C:62]2[C:67]=1[N:68]=[CH:69][N:61]2[C@H:53]1[C@@H:54]2[O:58][C:57]([CH3:59])([CH3:60])[O:56][C@@H:55]2[C@@H:51]([CH2:50][N:49]([CH2:47][CH3:48])[C:43](=[O:45])[CH2:42][CH2:41][NH:40][C:39]([NH:38][C:35]2[CH:34]=[CH:33][C:32]([C:28]([CH3:29])([CH3:30])[CH3:31])=[CH:37][CH:36]=2)=[O:46])[O:52]1. The catalyst class is: 3. (2) Reactant: [CH:1]1([N:6]2[CH2:11][CH2:10][N:9]([C:12]([C:14]3[CH:15]=[C:16]4[C:20](=[CH:21][CH:22]=3)[NH:19][C:18]([C:23]([N:25]3[CH2:30][CH2:29][S:28](=[O:32])(=[O:31])[CH2:27][CH2:26]3)=[O:24])=[CH:17]4)=[O:13])[CH2:8][CH2:7]2)[CH2:5][CH2:4][CH2:3][CH2:2]1.[F:33][C:34]([F:45])([F:44])[C:35]1[CH:40]=[CH:39][C:38](B(O)O)=[CH:37][CH:36]=1.N1C=CC=CC=1. Product: [CH:1]1([N:6]2[CH2:7][CH2:8][N:9]([C:12]([C:14]3[CH:15]=[C:16]4[C:20](=[CH:21][CH:22]=3)[N:19]([C:38]3[CH:39]=[CH:40][C:35]([C:34]([F:45])([F:44])[F:33])=[CH:36][CH:37]=3)[C:18]([C:23]([N:25]3[CH2:30][CH2:29][S:28](=[O:31])(=[O:32])[CH2:27][CH2:26]3)=[O:24])=[CH:17]4)=[O:13])[CH2:10][CH2:11]2)[CH2:2][CH2:3][CH2:4][CH2:5]1. The catalyst class is: 221. (3) Reactant: Br.[NH2:2][C:3]1[CH:8]=[CH:7][CH:6]=[C:5]([CH:9]([CH3:11])[CH3:10])[C:4]=1[OH:12].C(OCC)(=O)C.C(=O)([O-])O.[Na+].[Br:24][C:25]([CH3:30])([CH3:29])[C:26](Br)=[O:27]. Product: [Br:24][C:25]([CH3:30])([CH3:29])[C:26]([NH:2][C:3]1[CH:8]=[CH:7][CH:6]=[C:5]([CH:9]([CH3:10])[CH3:11])[C:4]=1[OH:12])=[O:27]. The catalyst class is: 6. (4) The catalyst class is: 14. Product: [NH:28]1[CH:27]=[C:26]([C:22]2[CH:21]=[C:20]3[C:25](=[CH:24][CH:23]=2)[N:17]([CH2:16][CH:13]2[CH2:14][CH2:15][N:11]([C:9]([NH:8][CH2:1][C:2]4[CH:3]=[CH:4][CH:5]=[CH:6][CH:7]=4)=[O:10])[CH2:12]2)[CH2:18][CH2:19]3)[CH:30]=[N:29]1. Reactant: [CH2:1]([NH:8][C:9]([N:11]1[CH2:15][CH2:14][CH:13]([CH2:16][N:17]2[C:25]3[C:20](=[CH:21][C:22]([C:26]4[CH:27]=[N:28][N:29](C5CCCCO5)[CH:30]=4)=[CH:23][CH:24]=3)[CH:19]=[CH:18]2)[CH2:12]1)=[O:10])[C:2]1[CH:7]=[CH:6][CH:5]=[CH:4][CH:3]=1.[BH3-]C#N.[Na+].Cl.CO.ClCCl. (5) Reactant: [C:1]([N:5]1[CH2:10][CH2:9][CH2:8][C@@H:7]([NH:11][C:12]2[C:17]([F:18])=[CH:16][N:15]=[C:14]([NH:19][C:20]3[CH:21]=[C:22]4[C:26](=[CH:27][CH:28]=3)[CH2:25][N:24]([CH:29]3[CH2:34][CH2:33][N:32](C(OC(C)(C)C)=O)[CH2:31][CH2:30]3)[CH2:23]4)[N:13]=2)[CH2:6]1)(=[O:4])[CH:2]=[CH2:3].C(O)(C(F)(F)F)=O. Product: [F:18][C:17]1[C:12]([NH:11][C@@H:7]2[CH2:8][CH2:9][CH2:10][N:5]([C:1](=[O:4])[CH:2]=[CH2:3])[CH2:6]2)=[N:13][C:14]([NH:19][C:20]2[CH:21]=[C:22]3[C:26](=[CH:27][CH:28]=2)[CH2:25][N:24]([CH:29]2[CH2:34][CH2:33][NH:32][CH2:31][CH2:30]2)[CH2:23]3)=[N:15][CH:16]=1. The catalyst class is: 2.